From a dataset of Reaction yield outcomes from USPTO patents with 853,638 reactions. Predict the reaction yield, written as a fraction of the theoretical maximum amount of product (1.0 means a 100% yield; for example, 0.34 means a 34% yield). (1) The yield is 0.120. The product is [CH3:1][C@@:2]1([CH2:13][N:14]2[CH2:19][CH2:18][CH:17]([NH:20][CH2:28][CH2:29][C:30]3[CH:31]=[CH:32][C:33]([C:36]([F:39])([F:37])[F:38])=[CH:34][CH:35]=3)[CH2:16][CH2:15]2)[O:6][C:5]2=[N:7][C:8]([N+:10]([O-:12])=[O:11])=[CH:9][N:4]2[CH2:3]1. The reactants are [CH3:1][C@@:2]1([CH2:13][N:14]2[CH2:19][CH2:18][CH:17]([N:20]([CH2:28][CH2:29][C:30]3[CH:35]=[CH:34][C:33]([C:36]([F:39])([F:38])[F:37])=[CH:32][CH:31]=3)C(=O)OC(C)(C)C)[CH2:16][CH2:15]2)[O:6][C:5]2=[N:7][C:8]([N+:10]([O-:12])=[O:11])=[CH:9][N:4]2[CH2:3]1.FC(F)(F)C(O)=O.C(=O)([O-])O.[Na+]. The catalyst is C(Cl)Cl. (2) The reactants are Br[C:2]1[O:6][C:5]([CH:7]=O)=[CH:4][CH:3]=1.C[C:10]1([CH3:23])[C:15]([CH3:17])(C)[CH:14]=[N:13][C:12](B2OCCO2)=[CH:11]1.[C:24](=[O:27])([O-])[O-].[K+].[K+].CN(C)[CH:32]=[O:33]. The catalyst is O.ClCCl.[Pd].ClC1C=C[C-](P(C2C=CC=CC=2)C2C=CC=CC=2)C=1Cl.[C-]1(P(C2C=CC=CC=2)C2C=CC=CC=2)C=CC=C1.[Fe+2]. The product is [CH2:10]([C:15]1[CH:17]=[C:7]([C:5]2[O:6][C:2]([CH:24]=[O:27])=[CH:3][CH:4]=2)[C:12]([CH3:11])=[N:13][C:14]=1[O:33][CH3:32])[CH3:23]. The yield is 1.03.